From a dataset of Retrosynthesis with 50K atom-mapped reactions and 10 reaction types from USPTO. Predict the reactants needed to synthesize the given product. (1) Given the product O=CNCC(CCO)(c1ccccc1)c1ccccc1, predict the reactants needed to synthesize it. The reactants are: NCC(CCO)(c1ccccc1)c1ccccc1.O=CO. (2) Given the product CC(C)(C)OC(=O)n1c(CN2CC[C@H](NS(=O)(=O)c3cc4ccc(Cl)cc4s3)C2=O)cc2ccncc21, predict the reactants needed to synthesize it. The reactants are: C#CCN1CC[C@H](NS(=O)(=O)c2cc3ccc(Cl)cc3s2)C1=O.CC(C)(C)OC(=O)Nc1cnccc1I. (3) Given the product COC(=O)C[C@@H]1COc2cc(O[C@@H]3CCc4c(-c5c(Cl)cccc5Cl)cccc43)ccc21, predict the reactants needed to synthesize it. The reactants are: COC(=O)C[C@@H]1COc2cc(O[C@@H]3CCc4c(B5OC(C)(C)C(C)(C)O5)cccc43)ccc21.Clc1cccc(Cl)c1I. (4) Given the product C1=CCC2CCNCC2=C1, predict the reactants needed to synthesize it. The reactants are: c1ccc2c(c1)CCNC2. (5) Given the product COC=C(C(=O)OC)c1ccccc1[C@@H]1O[C@H]1c1ccccc1, predict the reactants needed to synthesize it. The reactants are: COC=C(C(=O)OC)c1ccccc1C=Cc1ccccc1.O=C(OO)c1cccc(Cl)c1. (6) Given the product O=C(CS(=O)c1ccccc1)[C@@H]1CCCN1C(=O)[C@@H]1CCCN1C(=O)OCc1ccccc1, predict the reactants needed to synthesize it. The reactants are: O=C(OCc1ccccc1)N1CCC[C@H]1C(=O)N1CCC[C@H]1C(O)CS(=O)c1ccccc1. (7) Given the product CC(C)OC(=O)/C=C/c1ccco1, predict the reactants needed to synthesize it. The reactants are: CC(C)O.O=C(O)C=Cc1ccco1.